This data is from Full USPTO retrosynthesis dataset with 1.9M reactions from patents (1976-2016). The task is: Predict the reactants needed to synthesize the given product. (1) The reactants are: P(Cl)(Cl)(Cl)=O.[Cl:6][C:7]1[CH:8]=[C:9]2[C:13](=[CH:14][CH:15]=1)[N:12]([CH2:16][CH:17]([CH3:19])[CH3:18])[CH:11]=[CH:10]2.CN([CH:23]=[O:24])C. Given the product [Cl:6][C:7]1[CH:8]=[C:9]2[C:13](=[CH:14][CH:15]=1)[N:12]([CH2:16][CH:17]([CH3:19])[CH3:18])[CH:11]=[C:10]2[CH:23]=[O:24], predict the reactants needed to synthesize it. (2) Given the product [CH3:31][S:30][C:27]1[N:26]=[CH:25][C:24]2=[CH:23][CH:22]=[C:21]([C:6]3[CH:11]=[N:10][CH:9]=[CH:8][N:7]=3)[N:29]2[N:28]=1, predict the reactants needed to synthesize it. The reactants are: C([Sn](CCCC)(CCCC)[C:6]1[CH:11]=[N:10][CH:9]=[CH:8][N:7]=1)CCC.Br[C:21]1[N:29]2[C:24]([CH:25]=[N:26][C:27]([S:30][CH3:31])=[N:28]2)=[CH:23][CH:22]=1. (3) Given the product [CH2:36]([O:35][C:31](=[O:34])/[CH:32]=[CH:33]/[C:2]1[CH:30]=[CH:29][C:5]2[N:6]([CH2:21][O:22][CH2:23][CH2:24][Si:25]([CH3:26])([CH3:28])[CH3:27])[C:7]([C@@H:9]3[CH2:13][CH2:12][CH2:11][N:10]3[C:14]([O:16][C:17]([CH3:18])([CH3:20])[CH3:19])=[O:15])=[N:8][C:4]=2[CH:3]=1)[CH3:37], predict the reactants needed to synthesize it. The reactants are: Br[C:2]1[CH:30]=[CH:29][C:5]2[N:6]([CH2:21][O:22][CH2:23][CH2:24][Si:25]([CH3:28])([CH3:27])[CH3:26])[C:7]([C@@H:9]3[CH2:13][CH2:12][CH2:11][N:10]3[C:14]([O:16][C:17]([CH3:20])([CH3:19])[CH3:18])=[O:15])=[N:8][C:4]=2[CH:3]=1.[C:31]([O:35][CH2:36][CH3:37])(=[O:34])[CH:32]=[CH2:33].F[B-](F)(F)F.C([PH+](C(C)(C)C)C(C)(C)C)(C)(C)C.C1(CNCC2CCCCC2)CCCCC1. (4) Given the product [CH2:42]([N:49]1[CH2:54][C@@H:53]2[CH2:55][C@H:50]1[CH2:51][N:52]2[CH2:32][C:29]1[CH:30]=[N:31][C:26]([C:24]2[NH:25][C:21]([CH:13]([C:10]3[CH:11]=[CH:12][C:7]([S:4]([CH:1]4[CH2:3][CH2:2]4)(=[O:6])=[O:5])=[CH:8][CH:9]=3)[CH2:14][CH:15]3[CH2:16][CH2:17][O:18][CH2:19][CH2:20]3)=[CH:22][CH:23]=2)=[CH:27][CH:28]=1)[C:43]1[CH:44]=[CH:45][CH:46]=[CH:47][CH:48]=1, predict the reactants needed to synthesize it. The reactants are: [CH:1]1([S:4]([C:7]2[CH:12]=[CH:11][C:10]([CH:13]([C:21]3[NH:25][C:24]([C:26]4[N:31]=[CH:30][C:29]([CH:32]=O)=[CH:28][CH:27]=4)=[CH:23][CH:22]=3)[CH2:14][CH:15]3[CH2:20][CH2:19][O:18][CH2:17][CH2:16]3)=[CH:9][CH:8]=2)(=[O:6])=[O:5])[CH2:3][CH2:2]1.Br(O)(=O)=O.Br(O)(=O)=O.[CH2:42]([N:49]1[CH2:54][C@@H:53]2[CH2:55][C@H:50]1[CH2:51][NH:52]2)[C:43]1[CH:48]=[CH:47][CH:46]=[CH:45][CH:44]=1.C(N(CC)CC)C.C(O[BH-](OC(=O)C)OC(=O)C)(=O)C.[Na+].